Dataset: Full USPTO retrosynthesis dataset with 1.9M reactions from patents (1976-2016). Task: Predict the reactants needed to synthesize the given product. (1) Given the product [CH3:14][O:15][C:16]1[CH:21]=[C:20]([CH:19]=[CH:18][CH:17]=1)[O:13][C@H:10]1[CH2:11][CH2:12][N:8]([C:1]([O:3][C:4]([CH3:7])([CH3:6])[CH3:5])=[O:2])[CH2:9]1, predict the reactants needed to synthesize it. The reactants are: [C:1]([N:8]1[CH2:12][CH2:11][C@@H:10]([OH:13])[CH2:9]1)([O:3][C:4]([CH3:7])([CH3:6])[CH3:5])=[O:2].[CH3:14][O:15][C:16]1[CH:17]=[C:18](O)[CH:19]=[CH:20][CH:21]=1. (2) Given the product [Br:1][C:2]1[CH:17]=[CH:16][C:5]2[N:6]=[C:7]([C:9]3[CH:14]=[CH:13][CH:12]=[C:11]([O:15][CH:19]([CH3:21])[CH3:20])[CH:10]=3)[O:8][C:4]=2[CH:3]=1, predict the reactants needed to synthesize it. The reactants are: [Br:1][C:2]1[CH:17]=[CH:16][C:5]2[N:6]=[C:7]([C:9]3[CH:10]=[C:11]([OH:15])[CH:12]=[CH:13][CH:14]=3)[O:8][C:4]=2[CH:3]=1.I[CH:19]([CH3:21])[CH3:20].C(=O)([O-])[O-].[K+].[K+].O.